From a dataset of NCI-60 drug combinations with 297,098 pairs across 59 cell lines. Regression. Given two drug SMILES strings and cell line genomic features, predict the synergy score measuring deviation from expected non-interaction effect. Drug 1: C1CCC(C1)C(CC#N)N2C=C(C=N2)C3=C4C=CNC4=NC=N3. Drug 2: CN(C)N=NC1=C(NC=N1)C(=O)N. Cell line: A498. Synergy scores: CSS=4.63, Synergy_ZIP=-0.397, Synergy_Bliss=0.755, Synergy_Loewe=-1.07, Synergy_HSA=-0.497.